Task: Predict the reactants needed to synthesize the given product.. Dataset: Full USPTO retrosynthesis dataset with 1.9M reactions from patents (1976-2016) Given the product [N+:9]([C:8]1[CH:7]=[CH:6][C:5]([S:12][C:13]2[CH:14]=[C:15]([NH:19][S:20]([C:23]3[CH:24]=[CH:25][CH:26]=[CH:27][CH:28]=3)(=[O:22])=[O:21])[CH:16]=[CH:17][CH:18]=2)=[CH:4][C:3]=1[CH2:1][NH:32][CH2:29][CH2:30][CH3:31])([O-:11])=[O:10], predict the reactants needed to synthesize it. The reactants are: [CH:1]([C:3]1[CH:4]=[C:5]([S:12][C:13]2[CH:14]=[C:15]([NH:19][S:20]([C:23]3[CH:28]=[CH:27][CH:26]=[CH:25][CH:24]=3)(=[O:22])=[O:21])[CH:16]=[CH:17][CH:18]=2)[CH:6]=[CH:7][C:8]=1[N+:9]([O-:11])=[O:10])=O.[CH2:29]([NH2:32])[CH2:30][CH3:31].[BH-](OC(C)=O)(OC(C)=O)OC(C)=O.[Na+].[OH-].[Na+].